Dataset: Reaction yield outcomes from USPTO patents with 853,638 reactions. Task: Predict the reaction yield, written as a fraction of the theoretical maximum amount of product (1.0 means a 100% yield; for example, 0.34 means a 34% yield). (1) The reactants are [Cl:1][C:2]1[N:7]=[C:6]([N:8]([CH:18]2[CH2:22][CH2:21][CH2:20][CH2:19]2)[CH2:9][C:10]([F:17])([CH3:16])[C:11](OCC)=[O:12])[C:5]([N+:23]([O-])=O)=[CH:4][N:3]=1.Cl. The catalyst is C(O)(=O)C. The product is [Cl:1][C:2]1[N:3]=[CH:4][C:5]2[NH:23][C:11](=[O:12])[C:10]([F:17])([CH3:16])[CH2:9][N:8]([CH:18]3[CH2:22][CH2:21][CH2:20][CH2:19]3)[C:6]=2[N:7]=1. The yield is 0.230. (2) The reactants are [Br:1][C:2]1[CH:3]=[N:4][CH:5]=[C:6](Br)[CH:7]=1.C([O-])([O-])=O.[K+].[K+].[CH3:15][N:16](Cl)[CH3:17]. The catalyst is CN(C=O)C. The product is [Br:1][C:2]1[CH:7]=[C:6]([N:16]([CH3:17])[CH3:15])[CH:5]=[N:4][CH:3]=1. The yield is 0.880. (3) The yield is 0.800. The catalyst is CN(C=O)C. The reactants are CO[CH:3](OC)[N:4]([CH3:6])[CH3:5].[C:9]([C:12]1[S:16][C:15]([C:17]([OH:19])=[O:18])=[CH:14][CH:13]=1)(=[O:11])[CH3:10].[CH3:20]CCCCC.C(OC)(C)(C)C. The product is [CH3:20][O:18][C:17]([C:15]1[S:16][C:12]([C:9](=[O:11])[CH:10]=[CH:3][N:4]([CH3:5])[CH3:6])=[CH:13][CH:14]=1)=[O:19]. (4) The reactants are [Cl-].[Al+3].[Cl-].[Cl-].[Cl:5][CH2:6][C:7](Cl)=[O:8].[OH:10][C:11]1[NH:12][C:13]2[CH:19]=[CH:18][CH:17]=[CH:16][C:14]=2[N:15]=1. The catalyst is ClCCCl. The product is [Cl:5][CH2:6][C:7]([C:17]1[CH:18]=[CH:19][C:13]2[NH:12][C:11](=[O:10])[NH:15][C:14]=2[CH:16]=1)=[O:8]. The yield is 1.00.